This data is from Full USPTO retrosynthesis dataset with 1.9M reactions from patents (1976-2016). The task is: Predict the reactants needed to synthesize the given product. Given the product [C:11](=[O:12])([O-:14])[O-:13].[Ce+3:15].[C:16](=[O:17])([O-:19])[O-:18].[C:20](=[O:21])([O-:23])[O-:22].[Ce+3:15], predict the reactants needed to synthesize it. The reactants are: [N+]([O-])(O)=O.O.O.O.O.O.O.[C:11](=[O:14])([O-:13])[O-:12].[Ce+3:15].[C:16](=[O:19])([O-:18])[O-:17].[C:20](=[O:23])([O-:22])[O-:21].[Ce+3].